From a dataset of Peptide-MHC class I binding affinity with 185,985 pairs from IEDB/IMGT. Regression. Given a peptide amino acid sequence and an MHC pseudo amino acid sequence, predict their binding affinity value. This is MHC class I binding data. The peptide sequence is YCNYSKYWY. The MHC is HLA-A23:01 with pseudo-sequence HLA-A23:01. The binding affinity (normalized) is 0.120.